Dataset: Forward reaction prediction with 1.9M reactions from USPTO patents (1976-2016). Task: Predict the product of the given reaction. (1) Given the reactants [OH:1][C:2]1[CH:7]=[CH:6][C:5]([S:8]([N:11]2[CH2:16][CH2:15][S:14][C:13]([CH3:18])([CH3:17])[CH:12]2[C:19]([O:21][C:22]([CH3:25])([CH3:24])[CH3:23])=[O:20])(=[O:10])=[O:9])=[CH:4][CH:3]=1.[C:26]1(P([C:26]2[CH:31]=[CH:30]C=[CH:28][CH:27]=2)[C:26]2[CH:31]=[CH:30]C=[CH:28][CH:27]=2)[CH:31]=[CH:30]C=[CH:28][CH:27]=1.C(O)C=C=CC.CCOC(/N=N/C(OCC)=O)=O, predict the reaction product. The product is: [CH3:18][C:13]1([CH3:17])[S:14][CH2:15][CH2:16][N:11]([S:8]([C:5]2[CH:6]=[CH:7][C:2]([O:1][CH2:28][CH:27]=[C:26]=[CH:31][CH3:30])=[CH:3][CH:4]=2)(=[O:9])=[O:10])[C@H:12]1[C:19]([O:21][C:22]([CH3:25])([CH3:24])[CH3:23])=[O:20]. (2) Given the reactants [CH3:1][C:2]([CH3:17])([CH3:16])[CH:3]([OH:15])[CH2:4][O:5][C:6]1[C:7](Cl)=[N:8][C:9]([Cl:13])=[N:10][C:11]=1[Cl:12].C(N(CC)CC)C.[NH:25]1[CH2:30][CH2:29][O:28][CH2:27][CH2:26]1, predict the reaction product. The product is: [Cl:13][C:9]1[N:10]=[C:11]([Cl:12])[C:6]([O:5][CH2:4][CH:3]([OH:15])[C:2]([CH3:1])([CH3:17])[CH3:16])=[C:7]([N:25]2[CH2:30][CH2:29][O:28][CH2:27][CH2:26]2)[N:8]=1. (3) The product is: [CH2:22]([O:21][CH:19]1[CH:18]([NH:30][C:31]([CH:33]2[CH2:37][CH2:36][CH2:35][N:34]2[C:38](=[O:52])[CH:39]([NH:41][C:6](=[O:8])[C:5]2[CH:9]=[CH:10][C:2]([NH2:1])=[C:3]([C:11]([F:14])([F:13])[F:12])[CH:4]=2)[CH3:40])=[O:32])[CH2:17][C:16](=[O:15])[O:20]1)[C:23]1[CH:24]=[CH:25][CH:26]=[CH:27][CH:28]=1. Given the reactants [NH2:1][C:2]1[CH:10]=[CH:9][C:5]([C:6]([OH:8])=O)=[CH:4][C:3]=1[C:11]([F:14])([F:13])[F:12].[O:15]=[C:16]1[O:20][CH:19]([O:21][CH2:22][CH2:23][C:24]2C=[CH:28][CH:27]=[CH:26][CH:25]=2)[CH:18]([NH:30][C:31]([CH:33]2[CH2:37][CH2:36][CH2:35][N:34]2[C:38](=[O:52])[CH:39]([NH:41]C(=O)C2C=CC(N)=C(Cl)C=2)[CH3:40])=[O:32])[CH2:17]1, predict the reaction product. (4) Given the reactants [F-].C([N+](CCCC)(CCCC)CCCC)CCC.[Si]([O:26][C@H:27]1[CH2:32][CH2:31][C@H:30]([C:33]2[N:38]=[CH:37][C:36]([NH:39][C:40]([C:42]3[CH:43]=[N:44][N:45]([C:48]4[CH:53]=[CH:52][C:51]([C:54]([F:57])([F:56])[F:55])=[CH:50][N:49]=4)[C:46]=3[CH3:47])=[O:41])=[CH:35][C:34]=2[CH3:58])[CH2:29][CH2:28]1)(C(C)(C)C)(C)C, predict the reaction product. The product is: [OH:26][C@H:27]1[CH2:32][CH2:31][C@H:30]([C:33]2[N:38]=[CH:37][C:36]([NH:39][C:40]([C:42]3[CH:43]=[N:44][N:45]([C:48]4[CH:53]=[CH:52][C:51]([C:54]([F:57])([F:56])[F:55])=[CH:50][N:49]=4)[C:46]=3[CH3:47])=[O:41])=[CH:35][C:34]=2[CH3:58])[CH2:29][CH2:28]1. (5) Given the reactants O[CH:2]([C:31]1[CH:36]=[CH:35][C:34]([CH:37]([CH3:39])[CH3:38])=[CH:33][CH:32]=1)[C:3]1[C:11]2[O:10][CH2:9][CH:8]([C:12]3[CH:17]=[CH:16][C:15]([CH:18]([CH3:20])[CH3:19])=[CH:14][CH:13]=3)[C:7]=2[C:6]([CH3:21])=[C:5]([NH:22][C:23](=[O:29])[CH2:24][C:25]([CH3:28])([CH3:27])[CH3:26])[C:4]=1[CH3:30], predict the reaction product. The product is: [CH:37]([C:34]1[CH:35]=[CH:36][C:31]([CH2:2][C:3]2[C:11]3[O:10][CH2:9][CH:8]([C:12]4[CH:17]=[CH:16][C:15]([CH:18]([CH3:20])[CH3:19])=[CH:14][CH:13]=4)[C:7]=3[C:6]([CH3:21])=[C:5]([NH:22][C:23](=[O:29])[CH2:24][C:25]([CH3:28])([CH3:27])[CH3:26])[C:4]=2[CH3:30])=[CH:32][CH:33]=1)([CH3:38])[CH3:39]. (6) Given the reactants [Cl:1][C:2]1[CH:7]=[CH:6][C:5]([CH2:8][C:9]([OH:11])=O)=[CH:4][CH:3]=1.[CH3:12][C:13]1(C)[O:18]C(=O)[CH2:16][C:15](=O)[O:14]1, predict the reaction product. The product is: [Cl:1][C:2]1[CH:3]=[CH:4][C:5]([CH2:8][C:9](=[O:11])[CH2:12][C:13]([O:14][CH2:15][CH3:16])=[O:18])=[CH:6][CH:7]=1.